From a dataset of M1 muscarinic receptor antagonist screen with 61,756 compounds. Binary Classification. Given a drug SMILES string, predict its activity (active/inactive) in a high-throughput screening assay against a specified biological target. (1) The compound is S(=O)(=O)(N1CCOCC1)c1c2nsnc2ccc1. The result is 0 (inactive). (2) The compound is O(c1c(N2CCN(CC2)Cc2c(OC)cc(OC)c(OC)c2)cccc1)C. The result is 0 (inactive). (3) The compound is S1c2c(N(C(=O)C1)C)cc(NC(=O)N1CCc3c1cccc3)cc2. The result is 0 (inactive).